Task: Predict the product of the given reaction.. Dataset: Forward reaction prediction with 1.9M reactions from USPTO patents (1976-2016) Given the reactants [CH3:1][O:2][C:3]1[CH:4]=[CH:5][CH:6]=[C:7]2[C:11]=1[NH:10][C:9]1[N:12]=[CH:13][C:14]([CH3:16])=[CH:15][C:8]2=1.CS(O)(=O)=O.[Br:22]N1C(=O)CCC1=O.S([O-])([O-])=O.[Na+].[Na+].[OH-].[Na+], predict the reaction product. The product is: [Br:22][C:6]1[CH:5]=[CH:4][C:3]([O:2][CH3:1])=[C:11]2[C:7]=1[C:8]1[CH:15]=[C:14]([CH3:16])[CH:13]=[N:12][C:9]=1[NH:10]2.